This data is from Full USPTO retrosynthesis dataset with 1.9M reactions from patents (1976-2016). The task is: Predict the reactants needed to synthesize the given product. (1) Given the product [Br:1][C:2]1[C:7](=[O:8])[N:6]2[CH:9]=[CH:10][CH:11]=[CH:12][C:5]2=[N:4][C:3]=1/[CH:13]=[CH:19]/[C:18]1[CH:21]=[CH:22][CH:23]=[C:16]([O:15][CH3:14])[C:17]=1[O:24][CH2:25][CH2:26][CH2:27][CH2:28][CH3:29], predict the reactants needed to synthesize it. The reactants are: [Br:1][C:2]1[C:7](=[O:8])[N:6]2[CH:9]=[CH:10][CH:11]=[CH:12][C:5]2=[N:4][C:3]=1[CH3:13].[CH3:14][O:15][C:16]1[C:17]([O:24][CH2:25][CH2:26][CH2:27][CH2:28][CH3:29])=[C:18]([CH:21]=[CH:22][CH:23]=1)[CH:19]=O.[O-]CC.[Na+]. (2) Given the product [CH3:1][O:2][C:3]1[C:8]([NH2:9])=[CH:7][CH:6]=[CH:5][C:4]=1[C:12]1[CH:17]=[CH:16][CH:15]=[C:14]([C:18]([OH:20])=[O:19])[CH:13]=1, predict the reactants needed to synthesize it. The reactants are: [CH3:1][O:2][C:3]1[C:8]([N+:9]([O-])=O)=[CH:7][CH:6]=[CH:5][C:4]=1[C:12]1[CH:17]=[CH:16][CH:15]=[C:14]([C:18]([OH:20])=[O:19])[CH:13]=1.C([O-])=O.[NH4+].